Dataset: Reaction yield outcomes from USPTO patents with 853,638 reactions. Task: Predict the reaction yield, written as a fraction of the theoretical maximum amount of product (1.0 means a 100% yield; for example, 0.34 means a 34% yield). (1) The reactants are [F:1][C:2]([F:28])([CH:13]1[CH2:18][CH2:17][CH:16]([CH:19]2[CH2:24][CH2:23][CH:22]([CH2:25][CH2:26][CH3:27])[CH2:21][CH2:20]2)[CH2:15][CH2:14]1)[O:3][C:4]1[CH:9]=[C:8]([F:10])[C:7]([OH:11])=[C:6]([F:12])[CH:5]=1.[H-].[Na+].Cl/[CH:32]=[CH:33]/[C:34]([F:37])([F:36])[F:35].O. The catalyst is CN1C(=O)CCC1. The product is [F:12][C:6]1[CH:5]=[C:4]([CH:9]=[C:8]([F:10])[C:7]=1[O:11]/[CH:32]=[CH:33]/[C:34]([F:37])([F:36])[F:35])[O:3][C:2]([F:1])([F:28])[CH:13]1[CH2:14][CH2:15][CH:16]([CH:19]2[CH2:24][CH2:23][CH:22]([CH2:25][CH2:26][CH3:27])[CH2:21][CH2:20]2)[CH2:17][CH2:18]1. The yield is 0.560. (2) The reactants are [Cl:1][C:2]1[CH:7]=[CH:6][CH:5]=[CH:4][C:3]=1[CH:8]([N:19]1[CH2:24][CH2:23][C:22]2[NH:25][CH:26]=[CH:27][C:21]=2[CH2:20]1)[CH2:9][CH2:10][CH2:11][CH2:12][C:13]([CH3:18])([CH3:17])[C:14]([OH:16])=[O:15].Cl. The catalyst is C(OCC)C. The product is [ClH:1].[Cl:1][C:2]1[CH:7]=[CH:6][CH:5]=[CH:4][C:3]=1[CH:8]([N:19]1[CH2:24][CH2:23][C:22]2[NH:25][CH:26]=[CH:27][C:21]=2[CH2:20]1)[CH2:9][CH2:10][CH2:11][CH2:12][C:13]([CH3:18])([CH3:17])[C:14]([OH:16])=[O:15]. The yield is 0.619. (3) The reactants are [CH3:1][O:2][C:3]1[CH:4]=[CH:5][CH:6]=[C:7]2[C:12]=1[N:11]=[C:10]([C:13]1[N:17]3[CH:18]=[CH:19][C:20]([O:22][CH2:23][CH2:24][O:25][CH3:26])=[CH:21][C:16]3=[N:15][CH:14]=1)[CH:9]=[C:8]2[CH:27]=[O:28].[N+:29]([CH2:31]S(C1C=CC(C)=CC=1)(=O)=O)#[C-:30].C([O-])([O-])=O.[K+].[K+]. The catalyst is CO. The product is [CH3:1][O:2][C:3]1[CH:4]=[CH:5][CH:6]=[C:7]2[C:12]=1[N:11]=[C:10]([C:13]1[N:17]3[CH:18]=[CH:19][C:20]([O:22][CH2:23][CH2:24][O:25][CH3:26])=[CH:21][C:16]3=[N:15][CH:14]=1)[CH:9]=[C:8]2[C:27]1[O:28][CH:31]=[N:29][CH:30]=1. The yield is 0.730.